Dataset: Peptide-MHC class I binding affinity with 185,985 pairs from IEDB/IMGT. Task: Regression. Given a peptide amino acid sequence and an MHC pseudo amino acid sequence, predict their binding affinity value. This is MHC class I binding data. (1) The peptide sequence is THNDEIMRMCH. The MHC is H-2-Kb with pseudo-sequence H-2-Kb. The binding affinity (normalized) is 0.125. (2) The peptide sequence is FVNRANQRL. The MHC is HLA-A02:01 with pseudo-sequence HLA-A02:01. The binding affinity (normalized) is 0.181. (3) The peptide sequence is WQLGTRWRY. The MHC is HLA-B08:01 with pseudo-sequence HLA-B08:01. The binding affinity (normalized) is 0.0847. (4) The peptide sequence is AENGWGFYF. The MHC is HLA-A03:01 with pseudo-sequence HLA-A03:01. The binding affinity (normalized) is 0.0847. (5) The peptide sequence is RRPGNKTVL. The MHC is Mamu-A07 with pseudo-sequence Mamu-A07. The binding affinity (normalized) is 0. (6) The MHC is HLA-A03:01 with pseudo-sequence HLA-A03:01. The peptide sequence is VMRYTIDKEFEKICR. The binding affinity (normalized) is 0.591.